This data is from Peptide-MHC class II binding affinity with 134,281 pairs from IEDB. The task is: Regression. Given a peptide amino acid sequence and an MHC pseudo amino acid sequence, predict their binding affinity value. This is MHC class II binding data. The peptide sequence is MTSRFMTDPHAMRDM. The MHC is HLA-DQA10301-DQB10302 with pseudo-sequence HLA-DQA10301-DQB10302. The binding affinity (normalized) is 0.179.